This data is from Reaction yield outcomes from USPTO patents with 853,638 reactions. The task is: Predict the reaction yield, written as a fraction of the theoretical maximum amount of product (1.0 means a 100% yield; for example, 0.34 means a 34% yield). (1) The reactants are [NH2:1][C:2]1[CH:9]=[C:8]2[O:10][CH2:11][O:12][C:7]2=[CH:6][C:3]=1[C:4]#N.[CH2:13]([Mg]Cl)[C:14]1[CH:19]=[CH:18][CH:17]=[CH:16][CH:15]=1.O.[OH:23]S(O)(=O)=O. The catalyst is C1COCC1.CCOCC. The product is [NH2:1][C:2]1[CH:9]=[C:8]2[O:10][CH2:11][O:12][C:7]2=[CH:6][C:3]=1[C:4]([CH2:13][C:14]1[CH:19]=[CH:18][CH:17]=[CH:16][CH:15]=1)=[O:23]. The yield is 0.520. (2) The reactants are [Br:1][C:2]1[C:7](=[O:8])[N:6]([C:9]2[CH:10]=[C:11]([CH:15]=[CH:16][C:17]=2[CH3:18])[C:12]([OH:14])=O)[C:5]([CH3:19])=[N:4][C:3]=1[O:20][CH2:21][C:22]1[CH:27]=[CH:26][C:25]([F:28])=[CH:24][C:23]=1[F:29].C(OC(Cl)=O)C(C)C.CN1CCOCC1.Cl.[CH3:46][NH:47][C:48](=[O:51])[CH2:49][NH2:50]. The catalyst is CC(N(C)C)=O.CN(C1C=CN=CC=1)C.ClCCl. The product is [Br:1][C:2]1[C:7](=[O:8])[N:6]([C:9]2[CH:10]=[C:11]([CH:15]=[CH:16][C:17]=2[CH3:18])[C:12]([NH:50][CH2:49][C:48]([NH:47][CH3:46])=[O:51])=[O:14])[C:5]([CH3:19])=[N:4][C:3]=1[O:20][CH2:21][C:22]1[CH:27]=[CH:26][C:25]([F:28])=[CH:24][C:23]=1[F:29]. The yield is 0.650. (3) The reactants are [CH:1]([C:3]1[CH:8]=[CH:7][C:6]([O:9][C:10]2[CH:15]=[CH:14][C:13]([Cl:16])=[C:12]([C:17]([F:20])([F:19])[F:18])[CH:11]=2)=[C:5]([F:21])[CH:4]=1)=[CH2:2].B1C2CCCC1CCC2.[OH-:31].[Na+].OO. The catalyst is C1COCC1. The product is [Cl:16][C:13]1[CH:14]=[CH:15][C:10]([O:9][C:6]2[CH:7]=[CH:8][C:3]([CH2:1][CH2:2][OH:31])=[CH:4][C:5]=2[F:21])=[CH:11][C:12]=1[C:17]([F:20])([F:18])[F:19]. The yield is 0.950. (4) The reactants are Cl.[O:2]=[C:3]([C:14]1[CH:19]=[CH:18][CH:17]=[CH:16][CH:15]=1)[CH2:4][C:5](SC1C=CC=CC=1)=[NH:6].[CH3:20][O:21][C:22]1[CH:23]=[C:24]([CH:26]=[CH:27][CH:28]=1)[NH2:25]. The catalyst is C(O)(=O)C. The product is [CH3:20][O:21][C:22]1[CH:23]=[C:24]([NH:25][C:5](=[NH:6])[CH2:4][C:3](=[O:2])[C:14]2[CH:15]=[CH:16][CH:17]=[CH:18][CH:19]=2)[CH:26]=[CH:27][CH:28]=1. The yield is 0.770. (5) The reactants are [C:1]([SiH2:5][O:6][C:7]([CH3:18])([CH3:17])[C:8]1[CH:9]=[C:10]([CH2:15]O)[CH:11]=[C:12]([CH3:14])[CH:13]=1)([CH3:4])([CH3:3])[CH3:2].[CH2:19]([N:21](CC)CC)C.CS(Cl)(=O)=O.[C-]#N.[Na+]. The catalyst is ClCCl. The product is [C:1]([SiH2:5][O:6][C:7]([CH3:18])([CH3:17])[C:8]1[CH:9]=[C:10]([CH2:15][C:19]#[N:21])[CH:11]=[C:12]([CH3:14])[CH:13]=1)([CH3:4])([CH3:3])[CH3:2]. The yield is 0.730. (6) The reactants are [N:1]1[C:2]([CH2:10][OH:11])=[CH:3][N:4]2[CH:9]=[CH:8][CH:7]=[CH:6][C:5]=12.[H-].[Na+].Cl[C:15]1[CH:20]=[CH:19][N+:18]([O-:21])=[CH:17][CH:16]=1.[NH4+].[OH-]. The yield is 0.300. The product is [N:1]1[C:2]([CH2:10][O:11][C:15]2[CH:20]=[CH:19][N+:18]([O-:21])=[CH:17][CH:16]=2)=[CH:3][N:4]2[CH:9]=[CH:8][CH:7]=[CH:6][C:5]=12. The catalyst is O1CCOCC1.CN(C=O)C.O1CCOCC1.C(Cl)Cl.CO. (7) The reactants are [Br:1][C:2]1[CH:3]=[C:4]([CH2:9][CH2:10][OH:11])[CH:5]=[C:6]([Br:8])[CH:7]=1.I[CH3:13].[H-].[Na+]. No catalyst specified. The product is [Br:1][C:2]1[CH:3]=[C:4]([CH2:9][CH2:10][O:11][CH3:13])[CH:5]=[C:6]([Br:8])[CH:7]=1. The yield is 0.860.